From a dataset of Forward reaction prediction with 1.9M reactions from USPTO patents (1976-2016). Predict the product of the given reaction. (1) Given the reactants [Br:1][C:2]1[CH:9]=[C:8]([F:10])[CH:7]=[C:6]([CH3:11])[C:3]=1[C:4]#[N:5].S(=O)(=O)(O)[OH:13], predict the reaction product. The product is: [Br:1][C:2]1[CH:9]=[C:8]([F:10])[CH:7]=[C:6]([CH3:11])[C:3]=1[C:4]([NH2:5])=[O:13]. (2) Given the reactants [C:1]([NH:11][CH2:12][C:13]([OH:15])=O)([O:3][CH2:4][C:5]1[CH:10]=[CH:9][CH:8]=[CH:7][CH:6]=1)=[O:2].CCN=C=NCCCN(C)C.C1C=CC2N(O)N=NC=2C=1.CCN(C(C)C)C(C)C.[CH3:46][O:47][CH2:48][CH2:49][N:50]([CH2:59][C:60](=[O:78])[N:61]([CH2:74][CH2:75][O:76][CH3:77])[CH2:62][CH2:63][C:64]([O:66][CH2:67][C:68]1[CH:73]=[CH:72][CH:71]=[CH:70][CH:69]=1)=[O:65])[C:51](=[O:58])[CH2:52][NH:53][CH2:54][CH2:55][O:56][CH3:57], predict the reaction product. The product is: [CH3:57][O:56][CH2:55][CH2:54][N:53]([CH2:52][C:51](=[O:58])[N:50]([CH2:49][CH2:48][O:47][CH3:46])[CH2:59][C:60](=[O:78])[N:61]([CH2:74][CH2:75][O:76][CH3:77])[CH2:62][CH2:63][C:64]([O:66][CH2:67][C:68]1[CH:69]=[CH:70][CH:71]=[CH:72][CH:73]=1)=[O:65])[C:13](=[O:15])[CH2:12][NH:11][C:1](=[O:2])[O:3][CH2:4][C:5]1[CH:6]=[CH:7][CH:8]=[CH:9][CH:10]=1. (3) Given the reactants C([O:8][C:9]1[C:14](=[O:15])[C:13]([CH:16]([OH:21])[C:17]([F:20])([F:19])[F:18])=[CH:12][NH:11][C:10]=1[CH3:22])C1C=CC=CC=1.[H][H], predict the reaction product. The product is: [OH:8][C:9]1[C:14](=[O:15])[C:13]([CH:16]([OH:21])[C:17]([F:20])([F:18])[F:19])=[CH:12][NH:11][C:10]=1[CH3:22]. (4) Given the reactants Cl[C:2]1[C:7]([N+:8]([O-:10])=[O:9])=[CH:6][CH:5]=[CH:4][N:3]=1.[NH2:11][C:12]1[CH:13]=[C:14](/[CH:18]=[CH:19]/[C:20]2[CH:21]=[N:22][CH:23]=[CH:24][CH:25]=2)[CH:15]=[CH:16][CH:17]=1.C(=O)([O-])[O-].[K+].[K+], predict the reaction product. The product is: [N+:8]([C:7]1[C:2]([NH:11][C:12]2[CH:17]=[CH:16][CH:15]=[C:14](/[CH:18]=[CH:19]/[C:20]3[CH:21]=[N:22][CH:23]=[CH:24][CH:25]=3)[CH:13]=2)=[N:3][CH:4]=[CH:5][CH:6]=1)([O-:10])=[O:9]. (5) Given the reactants [OH:1][CH2:2][CH2:3][C:4]1[N:5]([CH2:9][CH2:10][CH2:11][CH2:12][C:13]2[CH:18]=[CH:17][C:16]([OH:19])=[CH:15][CH:14]=2)[CH:6]=[CH:7][N:8]=1.[H-].[Na+].Cl[CH2:23][C:24]1[N:25]=[C:26](/[CH:29]=[CH:30]/[C:31]2[CH:36]=[CH:35][C:34]([CH2:37][CH3:38])=[CH:33][CH:32]=2)[O:27][CH:28]=1.O, predict the reaction product. The product is: [CH2:37]([C:34]1[CH:35]=[CH:36][C:31](/[CH:30]=[CH:29]/[C:26]2[O:27][CH:28]=[C:24]([CH2:23][O:19][C:16]3[CH:15]=[CH:14][C:13]([CH2:12][CH2:11][CH2:10][CH2:9][N:5]4[CH:6]=[CH:7][N:8]=[C:4]4[CH2:3][CH2:2][OH:1])=[CH:18][CH:17]=3)[N:25]=2)=[CH:32][CH:33]=1)[CH3:38]. (6) Given the reactants Br[C:2]1[C:15]2[CH2:14][CH2:13][N:12]3[C:8](=[N:9][C:10]([C:16]4[CH:21]=[CH:20][CH:19]=[CH:18][CH:17]=4)=[CH:11]3)[CH:7]([O:22][CH:23]3[CH2:28][CH2:27][N:26]([CH3:29])[CH2:25][CH2:24]3)[C:6]=2[CH:5]=[CH:4][CH:3]=1.C(N(C(C)C)CC)(C)C.[CH3:39][S-:40].[Na+].CC1(C)C2C(=C(P(C3C=CC=CC=3)C3C=CC=CC=3)C=CC=2)OC2C(P(C3C=CC=CC=3)C3C=CC=CC=3)=CC=CC1=2, predict the reaction product. The product is: [CH3:29][N:26]1[CH2:25][CH2:24][CH:23]([O:22][CH:7]2[C:6]3[CH:5]=[CH:4][CH:3]=[C:2]([S:40][CH3:39])[C:15]=3[CH2:14][CH2:13][N:12]3[C:8]2=[N:9][C:10]([C:16]2[CH:21]=[CH:20][CH:19]=[CH:18][CH:17]=2)=[CH:11]3)[CH2:28][CH2:27]1. (7) Given the reactants [CH3:1][C:2]1([CH3:15])[C:11](=[O:12])[C:10]([CH3:14])([CH3:13])[CH2:9][C:4]2(OCC[O:5]2)[CH2:3]1.Cl, predict the reaction product. The product is: [CH3:13][C:10]1([CH3:14])[CH2:9][C:4](=[O:5])[CH2:3][C:2]([CH3:15])([CH3:1])[C:11]1=[O:12]. (8) Given the reactants [F:1][C:2]1[CH:7]=[CH:6][C:5]([C@@H:8]([NH:10][C:11]2[CH:16]=[C:15]([NH2:17])[CH:14]=[C:13]([NH:18][C:19]3[CH:24]=[N:23][CH:22]=[CH:21][N:20]=3)[N:12]=2)[CH3:9])=[CH:4][CH:3]=1.C(N(CC)CC)C.[C:32](OC(=O)C)(=[O:34])[CH3:33], predict the reaction product. The product is: [F:1][C:2]1[CH:7]=[CH:6][C:5]([C@@H:8]([NH:10][C:11]2[CH:16]=[C:15]([NH:17][C:32](=[O:34])[CH3:33])[CH:14]=[C:13]([NH:18][C:19]3[CH:24]=[N:23][CH:22]=[CH:21][N:20]=3)[N:12]=2)[CH3:9])=[CH:4][CH:3]=1.